Dataset: Full USPTO retrosynthesis dataset with 1.9M reactions from patents (1976-2016). Task: Predict the reactants needed to synthesize the given product. Given the product [CH:32]1([CH2:31][NH:30][N:21]2[C:22]3[C:27](=[CH:26][CH:25]=[CH:24][CH:23]=3)[C:28]([OH:29])=[C:19]([C:14]3[NH:13][C:12]4[CH:36]=[CH:37][C:9]([OH:8])=[CH:10][C:11]=4[S:16](=[O:17])(=[O:18])[N:15]=3)[C:20]2=[O:35])[CH2:33][CH2:34]1, predict the reactants needed to synthesize it. The reactants are: C([O:8][C:9]1[CH:37]=[CH:36][C:12]2[NH:13][C:14]([C:19]3[C:20](=[O:35])[N:21]([NH:30][CH2:31][CH:32]4[CH2:34][CH2:33]4)[C:22]4[C:27]([C:28]=3[OH:29])=[CH:26][CH:25]=[CH:24][CH:23]=4)=[N:15][S:16](=[O:18])(=[O:17])[C:11]=2[CH:10]=1)C1C=CC=CC=1.C([O-])=O.[NH4+].